Dataset: Full USPTO retrosynthesis dataset with 1.9M reactions from patents (1976-2016). Task: Predict the reactants needed to synthesize the given product. (1) Given the product [O:9]1[C:10]2([CH2:16][CH2:15][N:14]([CH2:17][C:18]3[C:19]([F:27])=[C:20]([CH2:24][CH2:25][OH:26])[CH:21]=[CH:22][CH:23]=3)[CH2:13][CH2:12]2)[CH2:11][NH:6][CH2:7][CH2:8]1, predict the reactants needed to synthesize it. The reactants are: N.FC(F)(F)C([N:6]1[CH2:11][C:10]2([CH2:16][CH2:15][N:14]([CH2:17][C:18]3[CH:23]=[CH:22][CH:21]=[C:20]([CH2:24][CH2:25][OH:26])[C:19]=3[F:27])[CH2:13][CH2:12]2)[O:9][CH2:8][CH2:7]1)=O. (2) Given the product [F:38][C:20]([F:19])([F:39])[C:21]([NH:23][CH2:24][C:25]1[CH:30]=[CH:29][C:28]([F:31])=[C:27]([CH:32]2[CH2:37][CH2:36][N:35]([C:15]([C:4]3[C:3]4[C:7](=[CH:8][CH:9]=[CH:10][C:2]=4[F:1])[N:6]([CH2:11][CH2:12][O:13][CH3:14])[CH:5]=3)=[O:17])[CH2:34][CH2:33]2)[CH:26]=1)=[O:22], predict the reactants needed to synthesize it. The reactants are: [F:1][C:2]1[CH:10]=[CH:9][CH:8]=[C:7]2[C:3]=1[C:4]([C:15]([OH:17])=O)=[CH:5][N:6]2[CH2:11][CH2:12][O:13][CH3:14].Cl.[F:19][C:20]([F:39])([F:38])[C:21]([NH:23][CH2:24][C:25]1[CH:30]=[CH:29][C:28]([F:31])=[C:27]([CH:32]2[CH2:37][CH2:36][NH:35][CH2:34][CH2:33]2)[CH:26]=1)=[O:22]. (3) Given the product [CH3:9][CH:7]([NH:6][C:5]1[C:4]([NH2:1])=[CH:13][CH:12]=[CH:11][CH:10]=1)[CH3:8], predict the reactants needed to synthesize it. The reactants are: [N+:1]([C:4]1[CH:13]=[CH:12][CH:11]=[CH:10][C:5]=1[NH:6][CH:7]([CH3:9])[CH3:8])([O-])=O.C([O-])=O.[NH4+]. (4) Given the product [Br:18][C:19]1[CH:20]=[CH:21][C:22]([N:27]2[CH2:31][CH2:30][CH:29]([CH3:32])[CH2:28]2)=[C:23](/[CH:24]=[C:11](\[CH3:17])/[C:12]([O:14][CH2:15][CH3:16])=[O:13])[CH:26]=1, predict the reactants needed to synthesize it. The reactants are: [H-].[Na+].C(OP([CH:11]([CH3:17])[C:12]([O:14][CH2:15][CH3:16])=[O:13])(OCC)=O)C.[Br:18][C:19]1[CH:20]=[CH:21][C:22]([N:27]2[CH2:31][CH2:30][CH:29]([CH3:32])[CH2:28]2)=[C:23]([CH:26]=1)[CH:24]=O.O. (5) Given the product [Cl:17][CH2:18][CH2:19][CH2:20][C:12]1[S:11][C:10]2[CH:15]=[CH:16][C:7]([F:6])=[CH:8][C:9]=2[C:13]=1[CH3:14], predict the reactants needed to synthesize it. The reactants are: [Li]CCCC.[F:6][C:7]1[CH:16]=[CH:15][C:10]2[S:11][CH:12]=[C:13]([CH3:14])[C:9]=2[CH:8]=1.[Cl:17][CH2:18][CH2:19][CH2:20]I.[NH4+].[Cl-].